This data is from Forward reaction prediction with 1.9M reactions from USPTO patents (1976-2016). The task is: Predict the product of the given reaction. (1) Given the reactants [NH2:1][CH2:2][C:3]1[C:8]([CH2:9][CH3:10])=[N:7][C:6]2[N:11]([CH2:14][CH3:15])[N:12]=[CH:13][C:5]=2[C:4]=1[NH:16][CH:17]1[CH2:22][CH2:21][O:20][CH2:19][CH2:18]1.Br[CH2:24][C:25]1[CH:34]=[CH:33][C:32]([F:35])=[CH:31][C:26]=1[C:27](OC)=[O:28], predict the reaction product. The product is: [CH2:14]([N:11]1[C:6]2=[N:7][C:8]([CH2:9][CH3:10])=[C:3]([CH2:2][N:1]3[CH2:24][C:25]4[C:26](=[CH:31][C:32]([F:35])=[CH:33][CH:34]=4)[C:27]3=[O:28])[C:4]([NH:16][CH:17]3[CH2:18][CH2:19][O:20][CH2:21][CH2:22]3)=[C:5]2[CH:13]=[N:12]1)[CH3:15]. (2) Given the reactants C(N(CC)CC)C.[CH3:8][O:9][C:10]1[CH:18]=[C:17]2[C:13]([C:14]([CH:20]=[O:21])=[N:15][N:16]2[CH3:19])=[CH:12][CH:11]=1.[CH:22](=[N:29][C:30]1[CH:35]=[CH:34][CH:33]=[C:32]([O:36][CH3:37])[CH:31]=1)[C:23]1[CH:28]=[CH:27][CH:26]=[CH:25][CH:24]=1, predict the reaction product. The product is: [CH3:8][O:9][C:10]1[CH:18]=[C:17]2[C:13]([C:14]([C:20](=[O:21])[CH:22]([NH:29][C:30]3[CH:35]=[CH:34][CH:33]=[C:32]([O:36][CH3:37])[CH:31]=3)[C:23]3[CH:24]=[CH:25][CH:26]=[CH:27][CH:28]=3)=[N:15][N:16]2[CH3:19])=[CH:12][CH:11]=1. (3) Given the reactants [S:1]1[CH2:5][CH2:4][N:3]=[C:2]1[C:6]1[NH:7][C:8]2[C:13]([CH:14]=1)=[CH:12][CH:11]=[CH:10][C:9]=2[N+:15]([O-])=O, predict the reaction product. The product is: [S:1]1[CH2:5][CH2:4][N:3]=[C:2]1[C:6]1[NH:7][C:8]2[C:13]([CH:14]=1)=[CH:12][CH:11]=[CH:10][C:9]=2[NH2:15]. (4) The product is: [OH:5][CH:4]([C:6]1[CH:11]=[CH:10][CH:9]=[C:8]([OH:12])[CH:7]=1)[CH2:3][CH2:2][NH:1][C:24](=[O:25])[O:23][C:20]([CH3:22])([CH3:21])[CH3:19]. Given the reactants [NH2:1][CH2:2][CH2:3][CH:4]([C:6]1[CH:7]=[C:8]([OH:12])[CH:9]=[CH:10][CH:11]=1)[OH:5].C([O-])([O-])=O.[K+].[K+].[CH3:19][C:20]([O:23][C:24](O[C:24]([O:23][C:20]([CH3:22])([CH3:21])[CH3:19])=[O:25])=[O:25])([CH3:22])[CH3:21], predict the reaction product.